This data is from Catalyst prediction with 721,799 reactions and 888 catalyst types from USPTO. The task is: Predict which catalyst facilitates the given reaction. (1) Reactant: [CH2:1]([O:3][C:4](=[O:18])[CH:5]([O:15][CH2:16][CH3:17])[CH2:6][C:7]1[CH:12]=[CH:11][C:10]([OH:13])=[C:9]([F:14])[CH:8]=1)[CH3:2].[C:19]([C:23]1[CH:28]=[CH:27][C:26]([C:29]2[S:30][CH:31]=[C:32]([CH2:34]Cl)[N:33]=2)=[CH:25][CH:24]=1)([CH3:22])([CH3:21])[CH3:20].C(=O)([O-])[O-].[Cs+].[Cs+]. Product: [CH2:1]([O:3][C:4](=[O:18])[CH:5]([O:15][CH2:16][CH3:17])[CH2:6][C:7]1[CH:12]=[CH:11][C:10]([O:13][CH2:34][C:32]2[N:33]=[C:29]([C:26]3[CH:27]=[CH:28][C:23]([C:19]([CH3:22])([CH3:21])[CH3:20])=[CH:24][CH:25]=3)[S:30][CH:31]=2)=[C:9]([F:14])[CH:8]=1)[CH3:2]. The catalyst class is: 10. (2) Reactant: [CH3:1][O:2][C:3]1[CH:25]=[C:24]([O:26][CH3:27])[CH:23]=[CH:22][C:4]=1[CH2:5][N:6]([C:17]1[S:18][CH:19]=[CH:20][N:21]=1)[S:7]([C:10]1[CH:15]=[CH:14][C:13](I)=[CH:12][N:11]=1)(=[O:9])=[O:8].CC(C)([O-])C.[Na+].[CH3:34][C:35]1([CH3:75])[C:48]2C=CC=C(P(C3C=CC=CC=3)C3C=CC=CC=3)[C:43]=2OC2[C:36]1=CC=CC=2P(C1C=CC=CC=1)C1C=CC=CC=1.[NH2:76][C:77]1[S:78]C=C(C2C=CC(Cl)=CC=2)[N:81]=1.O1CCOCC1. Product: [C:35]([C:48]1[N:76]=[C:77]([NH:81][C:13]2[CH:14]=[CH:15][C:10]([S:7]([N:6]([CH2:5][C:4]3[CH:22]=[CH:23][C:24]([O:26][CH3:27])=[CH:25][C:3]=3[O:2][CH3:1])[C:17]3[S:18][CH:19]=[CH:20][N:21]=3)(=[O:9])=[O:8])=[N:11][CH:12]=2)[S:78][CH:43]=1)([CH3:75])([CH3:36])[CH3:34]. The catalyst class is: 110.